Dataset: Catalyst prediction with 721,799 reactions and 888 catalyst types from USPTO. Task: Predict which catalyst facilitates the given reaction. (1) Reactant: [CH2:1]([O:8][C:9]1[CH:14]=[CH:13][C:12]([N:15]2[C:19]3=[N:20][CH:21]=[CH:22][CH:23]=[C:18]3[N:17]=[C:16]2[NH2:24])=[CH:11][CH:10]=1)[C:2]1[CH:7]=[CH:6][CH:5]=[CH:4][CH:3]=1.Cl[CH2:26][CH:27]=O.O. Product: [CH2:1]([O:8][C:9]1[CH:10]=[CH:11][C:12]([N:15]2[C:19]3=[N:20][CH:21]=[CH:22][CH:23]=[C:18]3[N:17]3[CH:26]=[CH:27][N:24]=[C:16]23)=[CH:13][CH:14]=1)[C:2]1[CH:7]=[CH:6][CH:5]=[CH:4][CH:3]=1. The catalyst class is: 44. (2) Reactant: CCCCC.[Fe+2:6].[CH3:7][C:8]([CH:10]=[C:11]([CH3:13])[CH3:12])=[CH-:9].[CH3:14][C:15]([CH:17]=[C:18]([CH3:20])[CH3:19])=[CH-:16]. Product: [Fe+2:6].[CH3:9][C:8]([CH:10]=[C:11]([CH3:13])[CH3:12])=[CH-:7].[CH3:16][C:15]([CH:17]=[C:18]([CH3:20])[CH3:19])=[CH-:14]. The catalyst class is: 292. (3) Reactant: [Cl:1][C:2]1[CH:3]=[C:4]([N+:14]([O-:16])=[O:15])[C:5]([C:8]#CC(C)(O)C)=[N:6][CH:7]=1.[O-:17][Mn](=O)(=O)=O.[K+].[OH-:23].[Na+]. Product: [Cl:1][C:2]1[CH:3]=[C:4]([N+:14]([O-:16])=[O:15])[C:5]([C:8]([OH:17])=[O:23])=[N:6][CH:7]=1. The catalyst class is: 6. (4) Reactant: C(OC(=O)[NH:7][CH2:8][CH2:9][CH2:10][O:11][C:12]1[CH:13]=[C:14]2[C:18](=[CH:19][CH:20]=1)[CH2:17][N:16]([C:21](=[O:33])[C:22]1[CH:27]=[C:26]([CH:28]([CH3:30])[CH3:29])[C:25]([OH:31])=[CH:24][C:23]=1[OH:32])[CH2:15]2)(C)(C)C.[ClH:35]. Product: [ClH:35].[NH2:7][CH2:8][CH2:9][CH2:10][O:11][C:12]1[CH:13]=[C:14]2[C:18](=[CH:19][CH:20]=1)[CH2:17][N:16]([C:21]([C:22]1[CH:27]=[C:26]([CH:28]([CH3:30])[CH3:29])[C:25]([OH:31])=[CH:24][C:23]=1[OH:32])=[O:33])[CH2:15]2. The catalyst class is: 25. (5) Product: [CH3:61][O:60][C:40]1[CH:41]=[C:42]([CH:58]=[CH:59][C:39]=1[O:38][CH2:37][C:27]1[N:28]=[C:29]([C:31]2[CH:36]=[CH:35][CH:34]=[CH:33][CH:32]=2)[O:30][C:26]=1[CH3:25])[CH2:43][N:44]1[C:56]2[CH:55]=[CH:54][CH:53]=[C:52]([O:57][C:2]3[CH:10]=[CH:9][CH:8]=[CH:7][C:3]=3[C:4]([OH:6])=[O:5])[C:51]=2[C:50]2[C:45]1=[CH:46][CH:47]=[CH:48][CH:49]=2. Reactant: Br[C:2]1[CH:10]=[CH:9][CH:8]=[CH:7][C:3]=1[C:4]([OH:6])=[O:5].Cl.CN(C)CC(O)=O.C(=O)([O-])[O-].[Cs+].[Cs+].[CH3:25][C:26]1[O:30][C:29]([C:31]2[CH:36]=[CH:35][CH:34]=[CH:33][CH:32]=2)=[N:28][C:27]=1[CH2:37][O:38][C:39]1[CH:59]=[CH:58][C:42]([CH2:43][N:44]2[C:56]3[CH:55]=[CH:54][CH:53]=[C:52]([OH:57])[C:51]=3[C:50]3[C:45]2=[CH:46][CH:47]=[CH:48][CH:49]=3)=[CH:41][C:40]=1[O:60][CH3:61].Cl. The catalyst class is: 246. (6) Reactant: [C:1]([N:5]1[C:13]2[C:8](=[CH:9][CH:10]=[CH:11][CH:12]=2)[CH2:7][CH:6]1C(O)=O)(=O)[CH2:2][CH3:3].[C:17]([C:23]([O:25][CH3:26])=[O:24])#[C:18][C:19]([O:21][CH3:22])=[O:20].C(=O)=O. Product: [CH3:22][O:21][C:19]([C:18]1[C:17]([C:23]([O:25][CH3:26])=[O:24])=[C:1]([CH2:2][CH3:3])[N:5]2[C:13]3[CH:12]=[CH:11][CH:10]=[CH:9][C:8]=3[CH2:7][C:6]=12)=[O:20]. The catalyst class is: 152.